This data is from Forward reaction prediction with 1.9M reactions from USPTO patents (1976-2016). The task is: Predict the product of the given reaction. (1) The product is: [CH3:3][CH:2]([C:4]1[N:8]([CH2:9][CH2:10][C@@H:11]([OH:19])[CH2:12][C@@H:13]([OH:18])[CH2:14][C:15]([OH:17])=[O:16])[C:7]([C:20]2[CH:25]=[CH:24][C:23]([F:26])=[CH:22][CH:21]=2)=[C:6]([C:27]2[CH:32]=[CH:31][CH:30]=[CH:29][CH:28]=2)[C:5]=1[C:33]([NH:35][C:36]1[CH:41]=[CH:40][CH:39]=[CH:38][CH:37]=1)=[O:34])[CH3:1]. Given the reactants [CH3:1][CH:2]([C:4]1[N:8]([CH2:9][CH2:10][C@@H:11]([OH:19])[CH2:12][C@@H:13]([OH:18])[CH2:14][C:15]([O-:17])=[O:16])[C:7]([C:20]2[CH:21]=[CH:22][C:23]([F:26])=[CH:24][CH:25]=2)=[C:6]([C:27]2[CH:28]=[CH:29][CH:30]=[CH:31][CH:32]=2)[C:5]=1[C:33]([NH:35][C:36]1[CH:37]=[CH:38][CH:39]=[CH:40][CH:41]=1)=[O:34])[CH3:3].[CH3:3][CH:2]([C:4]1[N:8]([CH2:9][CH2:10][C@@H:11]([OH:19])[CH2:12][C@@H:13]([OH:18])[CH2:14][C:15]([O-:17])=[O:16])[C:7]([C:20]2[CH:25]=[CH:24][C:23]([F:26])=[CH:22][CH:21]=2)=[C:6]([C:27]2[CH:32]=[CH:31][CH:30]=[CH:29][CH:28]=2)[C:5]=1[C:33]([NH:35][C:36]1[CH:41]=[CH:40][CH:39]=[CH:38][CH:37]=1)=[O:34])[CH3:1].[Ca+2], predict the reaction product. (2) Given the reactants [CH3:1][O:2][C:3]1[CH:4]=[C:5]([C:9]2[CH:14]=[CH:13][C:12]([C:15]([C:20]3[CH:25]=[CH:24][C:23](B4OC(C)(C)C(C)(C)O4)=[CH:22][N:21]=3)([CH3:19])[CH:16]([CH3:18])[CH3:17])=[CH:11][CH:10]=2)[CH:6]=[N:7][CH:8]=1.[Cl:35][C:36]1[N:37]=[N:38][C:39](Cl)=[CH:40][CH:41]=1.C(=O)([O-])[O-].[Na+].[Na+].C1(C)C=CC=CC=1, predict the reaction product. The product is: [Cl:35][C:36]1[N:37]=[N:38][C:39]([C:23]2[CH:22]=[N:21][C:20]([C:15]([C:12]3[CH:13]=[CH:14][C:9]([C:5]4[CH:6]=[N:7][CH:8]=[C:3]([O:2][CH3:1])[CH:4]=4)=[CH:10][CH:11]=3)([CH3:19])[CH:16]([CH3:17])[CH3:18])=[CH:25][CH:24]=2)=[CH:40][CH:41]=1. (3) Given the reactants [CH3:1][O:2][C:3]([C:5]1[C:10]([NH2:11])=[N:9][CH:8]=[C:7](Br)[N:6]=1)=[O:4].[CH:13]1(P(C2CCCCC2)C2C=CC=CC=2C2C(OC)=CC=CC=2OC)CCCCC1.CB(O)O.P([O-])([O-])([O-])=O.[K+].[K+].[K+], predict the reaction product. The product is: [CH3:1][O:2][C:3]([C:5]1[C:10]([NH2:11])=[N:9][CH:8]=[C:7]([CH3:13])[N:6]=1)=[O:4]. (4) Given the reactants [O:1]1[CH:5]=[CH:4][CH:3]=[C:2]1[C:6]1[O:7][C:8]([CH3:37])=[C:9]([CH2:11][O:12][C:13]2[CH:36]=[CH:35][C:16]([CH2:17][C:18]3[O:19][C:20]([CH2:29][CH2:30][C:31]([O:33]C)=[O:32])=[C:21]([C:23]4[CH:28]=[CH:27][CH:26]=[CH:25][CH:24]=4)[N:22]=3)=[CH:15][CH:14]=2)[N:10]=1.O.[OH-].[Li+].O1CCCC1.Cl, predict the reaction product. The product is: [O:1]1[CH:5]=[CH:4][CH:3]=[C:2]1[C:6]1[O:7][C:8]([CH3:37])=[C:9]([CH2:11][O:12][C:13]2[CH:36]=[CH:35][C:16]([CH2:17][C:18]3[O:19][C:20]([CH2:29][CH2:30][C:31]([OH:33])=[O:32])=[C:21]([C:23]4[CH:28]=[CH:27][CH:26]=[CH:25][CH:24]=4)[N:22]=3)=[CH:15][CH:14]=2)[N:10]=1. (5) Given the reactants [C:1]([O:5][C:6]([N:8]1[CH2:13][CH2:12][CH:11]([CH2:14][CH2:15][CH2:16][CH2:17][C:18]2[CH:23]=[CH:22][C:21]([NH:24][C:25](=[O:35])[CH2:26][O:27]CC3C=CC=CC=3)=[CH:20][CH:19]=2)[CH2:10][CH2:9]1)=[O:7])([CH3:4])([CH3:3])[CH3:2], predict the reaction product. The product is: [C:1]([O:5][C:6]([N:8]1[CH2:9][CH2:10][CH:11]([CH2:14][CH2:15][CH2:16][CH2:17][C:18]2[CH:23]=[CH:22][C:21]([NH:24][C:25](=[O:35])[CH2:26][OH:27])=[CH:20][CH:19]=2)[CH2:12][CH2:13]1)=[O:7])([CH3:4])([CH3:2])[CH3:3]. (6) Given the reactants [CH2:1]([O:8][CH2:9][CH2:10][CH2:11][C@H:12]([C:21]1[C:25]([CH:26]2[CH2:28][CH2:27]2)=[C:24]([CH:29]=[N:30][OH:31])[O:23][N:22]=1)[CH2:13][C:14]([O:16][C:17]([CH3:20])([CH3:19])[CH3:18])=[O:15])[C:2]1[CH:7]=[CH:6][CH:5]=[CH:4][CH:3]=1.CN(C=O)C.[Cl:37]N1C(=O)CCC1=O.C1(C)C=CC=CC=1, predict the reaction product. The product is: [CH2:1]([O:8][CH2:9][CH2:10][CH2:11][C@H:12]([C:21]1[C:25]([CH:26]2[CH2:28][CH2:27]2)=[C:24]([C:29]([Cl:37])=[N:30][OH:31])[O:23][N:22]=1)[CH2:13][C:14]([O:16][C:17]([CH3:20])([CH3:19])[CH3:18])=[O:15])[C:2]1[CH:7]=[CH:6][CH:5]=[CH:4][CH:3]=1. (7) Given the reactants C([C:4]1([CH:8]([O:10][CH:11]2[CH2:16][CH2:15][CH:14]([N:17]3[C:22](=[O:23])[C:21]([CH2:24][C:25]4[CH:30]=[CH:29][C:28]([C:31]5[C:32]([C:37]#[N:38])=[CH:33][CH:34]=[CH:35][CH:36]=5)=[CH:27][CH:26]=4)=[C:20]([CH2:39][CH2:40][CH3:41])[N:19]4[N:42]=[CH:43][N:44]=[C:18]34)[CH2:13][CH2:12]2)[CH3:9])[CH2:7][CH2:6][CH2:5]1)(=O)C.OO.FC(F)(F)C(OC(=O)C(F)(F)F)=[O:50].C(=O)([O-])O.[Na+].S([O-])([O-])(=O)=S.[Na+].[Na+], predict the reaction product. The product is: [OH:50][C:4]1([CH:8]([O:10][C@H:11]2[CH2:12][CH2:13][C@H:14]([N:17]3[C:22](=[O:23])[C:21]([CH2:24][C:25]4[CH:26]=[CH:27][C:28]([C:31]5[C:32]([C:37]#[N:38])=[CH:33][CH:34]=[CH:35][CH:36]=5)=[CH:29][CH:30]=4)=[C:20]([CH2:39][CH2:40][CH3:41])[N:19]4[N:42]=[CH:43][N:44]=[C:18]34)[CH2:15][CH2:16]2)[CH3:9])[CH2:5][CH2:6][CH2:7]1. (8) Given the reactants [Cl:1][C:2]1[C:10]2[C:9](Cl)=[N:8][CH:7]=[N:6][C:5]=2[S:4][CH:3]=1.O.[NH2:13][NH2:14], predict the reaction product. The product is: [Cl:1][C:2]1[C:10]2[C:9]([NH:13][NH2:14])=[N:8][CH:7]=[N:6][C:5]=2[S:4][CH:3]=1.